Dataset: Caco-2 cell permeability data measuring drug intestinal absorption for ~900 compounds. Task: Regression/Classification. Given a drug SMILES string, predict its absorption, distribution, metabolism, or excretion properties. Task type varies by dataset: regression for continuous measurements (e.g., permeability, clearance, half-life) or binary classification for categorical outcomes (e.g., BBB penetration, CYP inhibition). For this dataset (caco2_wang), we predict Y. The drug is CCCCc1oc2ccc(NS(C)(=O)=O)cc2c1C(=O)c1ccc(OCCCN(CCCC)CCCC)cc1. The Y is -4.52 log Papp (cm/s).